This data is from Full USPTO retrosynthesis dataset with 1.9M reactions from patents (1976-2016). The task is: Predict the reactants needed to synthesize the given product. (1) Given the product [CH2:1]([C:8]1([N:29]([CH3:31])[CH3:30])[CH2:13][CH2:12][CH:11]([C:14]2[NH:15][C:16]3[C:21]([C:22]=2[CH2:23][CH2:24][CH2:25][C:26]([OH:28])=[O:27])=[CH:20][CH:19]=[CH:18][CH:17]=3)[CH2:10][CH2:9]1)[C:2]1[CH:7]=[CH:6][CH:5]=[CH:4][CH:3]=1, predict the reactants needed to synthesize it. The reactants are: [CH2:1]([C:8]1([N:29]([CH3:31])[CH3:30])[CH2:13][CH2:12][C:11]([C:14]2[NH:15][C:16]3[C:21]([C:22]=2[CH2:23][CH2:24][CH2:25][C:26]([OH:28])=[O:27])=[CH:20][CH:19]=[CH:18][CH:17]=3)=[CH:10][CH2:9]1)[C:2]1[CH:7]=[CH:6][CH:5]=[CH:4][CH:3]=1.[H][H]. (2) Given the product [CH3:1][C:2]1[CH:3]=[CH:4][C:5]([S:9][C:10]2[CH:11]=[CH:12][CH:13]=[CH:14][C:15]=2[N:16]2[CH2:17][CH2:18][NH:19][CH2:20][CH2:21]2)=[C:6]([CH3:8])[CH:7]=1.[C:22]([O-:34])(=[O:33])[CH2:23][C:24]([CH2:29][C:30]([O-:32])=[O:31])([C:26]([O-:28])=[O:27])[OH:25], predict the reactants needed to synthesize it. The reactants are: [CH3:1][C:2]1[CH:3]=[CH:4][C:5]([S:9][C:10]2[CH:11]=[CH:12][CH:13]=[CH:14][C:15]=2[N:16]2[CH2:21][CH2:20][NH:19][CH2:18][CH2:17]2)=[C:6]([CH3:8])[CH:7]=1.[C:22]([OH:34])(=[O:33])[CH2:23][C:24]([CH2:29][C:30]([OH:32])=[O:31])([C:26]([OH:28])=[O:27])[OH:25].